Task: Regression. Given two drug SMILES strings and cell line genomic features, predict the synergy score measuring deviation from expected non-interaction effect.. Dataset: NCI-60 drug combinations with 297,098 pairs across 59 cell lines (1) Drug 1: C1CN1C2=NC(=NC(=N2)N3CC3)N4CC4. Drug 2: C1CNP(=O)(OC1)N(CCCl)CCCl. Cell line: T-47D. Synergy scores: CSS=29.8, Synergy_ZIP=-6.90, Synergy_Bliss=-5.13, Synergy_Loewe=-60.6, Synergy_HSA=-4.81. (2) Drug 1: CCC1=C2CN3C(=CC4=C(C3=O)COC(=O)C4(CC)O)C2=NC5=C1C=C(C=C5)O. Drug 2: C1=CN(C=N1)CC(O)(P(=O)(O)O)P(=O)(O)O. Cell line: NCI/ADR-RES. Synergy scores: CSS=6.01, Synergy_ZIP=-2.98, Synergy_Bliss=-0.361, Synergy_Loewe=-0.723, Synergy_HSA=0.567.